From a dataset of Catalyst prediction with 721,799 reactions and 888 catalyst types from USPTO. Predict which catalyst facilitates the given reaction. (1) Reactant: Br[C:2]1[C:3]([NH:14][C:15]2[C:24]3[C:19](=[CH:20][C:21]([F:26])=[CH:22][C:23]=3[F:25])[N:18]=[C:17]([C:27]3[CH:32]=[CH:31][CH:30]=[CH:29][N:28]=3)[C:16]=2[CH3:33])=[CH:4][C:5]([N:8]2[CH2:13][CH2:12][O:11][CH2:10][CH2:9]2)=[N:6][CH:7]=1.[CH3:34][S:35]([C:38]1[CH:39]=[C:40](B(O)O)[CH:41]=[N:42][CH:43]=1)(=[O:37])=[O:36].C1(P(C2CCCCC2)C2CCCCC2)CCCCC1.[O-]P([O-])([O-])=O.[K+].[K+].[K+]. Product: [F:25][C:23]1[CH:22]=[C:21]([F:26])[CH:20]=[C:19]2[C:24]=1[C:15]([NH:14][C:3]1[CH:4]=[C:5]([N:8]3[CH2:13][CH2:12][O:11][CH2:10][CH2:9]3)[N:6]=[CH:7][C:2]=1[C:40]1[CH:41]=[N:42][CH:43]=[C:38]([S:35]([CH3:34])(=[O:37])=[O:36])[CH:39]=1)=[C:16]([CH3:33])[C:17]([C:27]1[CH:32]=[CH:31][CH:30]=[CH:29][N:28]=1)=[N:18]2. The catalyst class is: 552. (2) Reactant: C(OC([N:8]1[CH2:13][CH2:12][C:11]([C:20]2[CH:24]=[C:23]([NH:25][C:26](=[O:40])[CH:27]([NH:29][C:30]([O:32][CH2:33][C:34]3[CH:39]=[CH:38][CH:37]=[CH:36][CH:35]=3)=[O:31])[CH3:28])[N:22]([C:41]([CH3:44])([CH3:43])[CH3:42])[N:21]=2)([C:14]2[CH:19]=[CH:18][CH:17]=[CH:16][CH:15]=2)[CH2:10][CH2:9]1)=O)(C)(C)C.C([O-])(O)=O.[Na+]. Product: [CH2:33]([O:32][C:30](=[O:31])[NH:29][CH:27]([C:26](=[O:40])[NH:25][C:23]1[N:22]([C:41]([CH3:43])([CH3:42])[CH3:44])[N:21]=[C:20]([C:11]2([C:14]3[CH:15]=[CH:16][CH:17]=[CH:18][CH:19]=3)[CH2:12][CH2:13][NH:8][CH2:9][CH2:10]2)[CH:24]=1)[CH3:28])[C:34]1[CH:39]=[CH:38][CH:37]=[CH:36][CH:35]=1. The catalyst class is: 55. (3) Reactant: [CH2:1]([C:3]1[CH:47]=[CH:46][CH:45]=[CH:44][C:4]=1[O:5][C:6]1[CH:11]=[CH:10][CH:9]=[CH:8][C:7]=1[C@:12]([C@@H:20]1[CH2:25][CH2:24][CH2:23][N:22]([C:26]([NH:28][C@H:29]([CH2:32][N:33](C)[C:34](OCC[Si](C)(C)C)=O)[CH2:30][OH:31])=[O:27])[CH2:21]1)([OH:19])[CH2:13][CH2:14][CH2:15][CH2:16][O:17][CH3:18])[CH3:2].[F-].C([N+](CC)(CC)CC)C. Product: [CH2:1]([C:3]1[CH:47]=[CH:46][CH:45]=[CH:44][C:4]=1[O:5][C:6]1[CH:11]=[CH:10][CH:9]=[CH:8][C:7]=1[C@:12]([C@@H:20]1[CH2:25][CH2:24][CH2:23][N:22]([C:26]([NH:28][C@H:29]([CH2:32][NH:33][CH3:34])[CH2:30][OH:31])=[O:27])[CH2:21]1)([OH:19])[CH2:13][CH2:14][CH2:15][CH2:16][O:17][CH3:18])[CH3:2]. The catalyst class is: 10. (4) Reactant: [C:1]([C:3]1[CH:4]=[CH:5][C:6]2[N:10]([CH3:11])[C:9](=[O:12])[N:8]([CH2:13][C@H:14]3[CH2:19][CH2:18][C@H:17]([C:20](O)=[O:21])[CH2:16][CH2:15]3)[C:7]=2[CH:23]=1)#[CH:2].CN(C(ON1N=NC2C=CC=NC1=2)=[N+](C)C)C.F[P-](F)(F)(F)(F)F.[C:48]([N:51]1[CH2:56][CH2:55][NH:54][CH2:53][CH2:52]1)(=[O:50])[CH3:49]. Product: [C:48]([N:51]1[CH2:56][CH2:55][N:54]([C:20]([C@H:17]2[CH2:16][CH2:15][C@H:14]([CH2:13][N:8]3[C:7]4[CH:23]=[C:3]([C:1]#[CH:2])[CH:4]=[CH:5][C:6]=4[N:10]([CH3:11])[C:9]3=[O:12])[CH2:19][CH2:18]2)=[O:21])[CH2:53][CH2:52]1)(=[O:50])[CH3:49]. The catalyst class is: 3. (5) Reactant: [N:1]1[N:2]=[C:3]([C:10]2[CH:19]=[CH:18][C:17]3[C:12](=[C:13]([OH:20])[CH:14]=[CH:15][CH:16]=3)[N:11]=2)[N:4]2[CH:9]=[CH:8][CH:7]=[CH:6][C:5]=12.[N+](C1C=CC(S(O[CH2:34][C:35]([C@@H:38]2[CH2:42][O:41][C:40]([CH3:44])([CH3:43])[O:39]2)([CH3:37])[CH3:36])(=O)=O)=CC=1)([O-])=O.C(=O)([O-])[O-].[Cs+].[Cs+].CN(C)C(=O)C. Product: [N:1]1[N:2]=[C:3]([C:10]2[CH:19]=[CH:18][C:17]3[C:12](=[C:13]([O:20][CH2:37][C:35]([C@@H:38]4[CH2:42][O:41][C:40]([CH3:44])([CH3:43])[O:39]4)([CH3:34])[CH3:36])[CH:14]=[CH:15][CH:16]=3)[N:11]=2)[N:4]2[CH:9]=[CH:8][CH:7]=[CH:6][C:5]=12. The catalyst class is: 13. (6) Reactant: [CH2:1]([N:8]1[CH2:13][CH2:12][NH:11][CH2:10][CH2:9]1)[C:2]1[CH:7]=[CH:6][CH:5]=[CH:4][CH:3]=1.C1(S([CH:23]=[C:24]2[CH2:27][O:26][CH2:25]2)(=O)=O)C=CC=CC=1.C(OCC)C.O.S([O-])([O-])(=O)=O.[Na+].[Na+]. Product: [CH2:1]([N:8]1[CH2:13][CH2:12][N:11]([C:24]2([CH3:23])[CH2:27][O:26][CH2:25]2)[CH2:10][CH2:9]1)[C:2]1[CH:3]=[CH:4][CH:5]=[CH:6][CH:7]=1. The catalyst class is: 5. (7) The catalyst class is: 8. Product: [CH3:1][O:2][C:3]1[CH:8]=[CH:7][CH:6]=[CH:5][C:4]=1[C:9]1[O:13][C:12]([CH3:14])=[C:11]([C:15]([OH:17])=[O:16])[CH:10]=1. Reactant: [CH3:1][O:2][C:3]1[CH:8]=[CH:7][CH:6]=[CH:5][C:4]=1[C:9]1[O:13][C:12]([CH3:14])=[C:11]([C:15]([O:17]CC)=[O:16])[CH:10]=1.[OH-].[Na+].Cl.